From a dataset of TCR-epitope binding with 47,182 pairs between 192 epitopes and 23,139 TCRs. Binary Classification. Given a T-cell receptor sequence (or CDR3 region) and an epitope sequence, predict whether binding occurs between them. (1) The epitope is FPRPWLHGL. The TCR CDR3 sequence is CASSLFGSPGQPQHF. Result: 1 (the TCR binds to the epitope). (2) The epitope is LSDDAVVCFNSTY. The TCR CDR3 sequence is CASSQVVAGGHSEQYF. Result: 1 (the TCR binds to the epitope). (3) The epitope is RAKFKQLL. The TCR CDR3 sequence is CATSEGGTGELFF. Result: 1 (the TCR binds to the epitope). (4) The epitope is YSEHPTFTSQY. The TCR CDR3 sequence is CAITDGNGPRIGYTF. Result: 0 (the TCR does not bind to the epitope). (5) The epitope is IPIQASLPF. The TCR CDR3 sequence is CASSYSTAGGEQYF. Result: 0 (the TCR does not bind to the epitope). (6) The epitope is DRFYKTLRAEQASQEV. The TCR CDR3 sequence is CSASPYGRERGGDTQYF. Result: 0 (the TCR does not bind to the epitope). (7) The epitope is GTITVEELK. The TCR CDR3 sequence is CASSPTSSNQPQHF. Result: 0 (the TCR does not bind to the epitope).